This data is from NCI-60 drug combinations with 297,098 pairs across 59 cell lines. The task is: Regression. Given two drug SMILES strings and cell line genomic features, predict the synergy score measuring deviation from expected non-interaction effect. (1) Drug 1: CC1=CC2C(CCC3(C2CCC3(C(=O)C)OC(=O)C)C)C4(C1=CC(=O)CC4)C. Drug 2: CCCCC(=O)OCC(=O)C1(CC(C2=C(C1)C(=C3C(=C2O)C(=O)C4=C(C3=O)C=CC=C4OC)O)OC5CC(C(C(O5)C)O)NC(=O)C(F)(F)F)O. Cell line: TK-10. Synergy scores: CSS=-1.35, Synergy_ZIP=1.88, Synergy_Bliss=0.182, Synergy_Loewe=-89.8, Synergy_HSA=-4.28. (2) Drug 1: C1=NC(=NC(=O)N1C2C(C(C(O2)CO)O)O)N. Drug 2: C(CN)CNCCSP(=O)(O)O. Cell line: HCT-15. Synergy scores: CSS=29.0, Synergy_ZIP=-6.85, Synergy_Bliss=1.41, Synergy_Loewe=-21.7, Synergy_HSA=-0.217.